From a dataset of Reaction yield outcomes from USPTO patents with 853,638 reactions. Predict the reaction yield, written as a fraction of the theoretical maximum amount of product (1.0 means a 100% yield; for example, 0.34 means a 34% yield). The reactants are [CH3:1][O:2][C:3]1[CH:4]=[C:5](B(O)O)[CH:6]=[CH:7][C:8]=1[O:9][CH3:10].I[C:15]1[C:23]2[C:18](=[N:19][CH:20]=[N:21][C:22]=2[NH2:24])[N:17]([CH:25]([CH3:27])[CH3:26])[N:16]=1.C([O-])([O-])=O.[Na+].[Na+]. The catalyst is CCO.COCCOC.C1C=CC([P]([Pd]([P](C2C=CC=CC=2)(C2C=CC=CC=2)C2C=CC=CC=2)([P](C2C=CC=CC=2)(C2C=CC=CC=2)C2C=CC=CC=2)[P](C2C=CC=CC=2)(C2C=CC=CC=2)C2C=CC=CC=2)(C2C=CC=CC=2)C2C=CC=CC=2)=CC=1. The product is [CH:25]([N:17]1[C:18]2=[N:19][CH:20]=[N:21][C:22]([NH2:24])=[C:23]2[C:15]([C:5]2[CH:6]=[CH:7][C:8]([O:9][CH3:10])=[C:3]([O:2][CH3:1])[CH:4]=2)=[N:16]1)([CH3:27])[CH3:26]. The yield is 0.600.